Dataset: Catalyst prediction with 721,799 reactions and 888 catalyst types from USPTO. Task: Predict which catalyst facilitates the given reaction. (1) Reactant: O=[C:2]1[CH2:5][CH:4]([C:6]([OH:8])=[O:7])[CH2:3]1.C1(P(=[CH:28][C:29]([O:31][C:32]([CH3:35])([CH3:34])[CH3:33])=[O:30])(C2C=CC=CC=2)C2C=CC=CC=2)C=CC=CC=1. Product: [C:32]([O:31][C:29](=[O:30])[CH:28]=[C:2]1[CH2:5][CH:4]([C:6]([OH:8])=[O:7])[CH2:3]1)([CH3:35])([CH3:34])[CH3:33]. The catalyst class is: 11. (2) Reactant: C([N:8]1[CH2:24][CH2:23][C:11]2([C:15](=[O:16])[NH:14][CH2:13][CH:12]2[C:17]2[CH:22]=[CH:21][CH:20]=[CH:19][CH:18]=2)[CH2:10][CH2:9]1)C1C=CC=CC=1. Product: [C:17]1([CH:12]2[C:11]3([CH2:10][CH2:9][NH:8][CH2:24][CH2:23]3)[C:15](=[O:16])[NH:14][CH2:13]2)[CH:18]=[CH:19][CH:20]=[CH:21][CH:22]=1. The catalyst class is: 687. (3) Reactant: C(N(C(C)C)CC)(C)C.[C:10]([C:14]1[CH:15]=[C:16]([C:24](=[O:26])[CH3:25])[CH:17]=[C:18]([N+:21]([O-:23])=[O:22])[C:19]=1[OH:20])([CH3:13])([CH3:12])[CH3:11].[CH3:27][O:28][CH2:29]Cl. Product: [C:10]([C:14]1[CH:15]=[C:16]([C:24](=[O:26])[CH3:25])[CH:17]=[C:18]([N+:21]([O-:23])=[O:22])[C:19]=1[O:20][CH2:27][O:28][CH3:29])([CH3:13])([CH3:11])[CH3:12]. The catalyst class is: 7. (4) Reactant: C1COCC1.[BH4-].[Na+].CS(O)(=O)=O.[O:13]=[C:14]([N:28]1[CH2:33][CH2:32][N:31]2[C:34]([C:37]([F:40])([F:39])[F:38])=[N:35][N:36]=[C:30]2[CH2:29]1)[CH:15]=[C:16]([NH2:27])[CH2:17][C:18]1[CH:23]=[C:22]([F:24])[C:21]([F:25])=[CH:20][C:19]=1[F:26]. Product: [O:13]=[C:14]([N:28]1[CH2:33][CH2:32][N:31]2[C:34]([C:37]([F:40])([F:39])[F:38])=[N:35][N:36]=[C:30]2[CH2:29]1)[CH2:15][CH:16]([NH2:27])[CH2:17][C:18]1[CH:23]=[C:22]([F:24])[C:21]([F:25])=[CH:20][C:19]=1[F:26]. The catalyst class is: 41. (5) Reactant: [OH:1][C:2]1[CH:7]=[CH:6][C:5]([C:8]2[N:17]=[CH:16][C:15]3[CH2:14][CH2:13][C@H:12]4[C@H:18]([CH3:25])[C:19](=[O:24])[CH:20]([C:22]#[N:23])[CH2:21][C@:11]4([C:26]4[CH:31]=[CH:30][CH:29]=[CH:28][CH:27]=4)[C:10]=3[N:9]=2)=[CH:4][CH:3]=1.ClC1C(=O)C(C#N)=C(C#N)C(=O)C=1Cl. Product: [OH:1][C:2]1[CH:7]=[CH:6][C:5]([C:8]2[N:17]=[CH:16][C:15]3[CH2:14][CH2:13][C@H:12]4[C@H:18]([CH3:25])[C:19](=[O:24])[C:20]([C:22]#[N:23])=[CH:21][C@:11]4([C:26]4[CH:27]=[CH:28][CH:29]=[CH:30][CH:31]=4)[C:10]=3[N:9]=2)=[CH:4][CH:3]=1. The catalyst class is: 7.